From a dataset of Choline transporter screen with 302,306 compounds. Binary Classification. Given a drug SMILES string, predict its activity (active/inactive) in a high-throughput screening assay against a specified biological target. The result is 0 (inactive). The molecule is O=C(N1CCN(CC1)C(c1ccccc1)c1ccccc1)c1c(onc1C(=O)NN)C.